This data is from Forward reaction prediction with 1.9M reactions from USPTO patents (1976-2016). The task is: Predict the product of the given reaction. (1) Given the reactants [CH2:1]([O:3][C:4]([C:6]1([NH:11][C:12]([CH:14]2[CH2:18][CH:17]([O:19][C:20]3[C:29]4[C:24](=[C:25]([CH3:32])[C:26]([O:30][CH3:31])=[CH:27][CH:28]=4)[N:23]=[C:22]([C:33]4[CH:38]=[C:37]([F:39])[CH:36]=[C:35]([F:40])[CH:34]=4)[N:21]=3)[CH2:16][CH:15]2[C:41](O)=[O:42])=[O:13])[CH2:8][CH:7]1[CH:9]=[CH2:10])=[O:5])[CH3:2].Cl.[CH2:45]([NH:51][CH3:52])[CH2:46][CH2:47][CH2:48][CH:49]=[CH2:50], predict the reaction product. The product is: [CH2:1]([O:3][C:4]([C:6]1([NH:11][C:12]([CH:14]2[CH2:18][CH:17]([O:19][C:20]3[C:29]4[C:24](=[C:25]([CH3:32])[C:26]([O:30][CH3:31])=[CH:27][CH:28]=4)[N:23]=[C:22]([C:33]4[CH:34]=[C:35]([F:40])[CH:36]=[C:37]([F:39])[CH:38]=4)[N:21]=3)[CH2:16][CH:15]2[C:41](=[O:42])[N:51]([CH2:45][CH2:46][CH2:47][CH2:48][CH:49]=[CH2:50])[CH3:52])=[O:13])[CH2:8][CH:7]1[CH:9]=[CH2:10])=[O:5])[CH3:2]. (2) Given the reactants [Br:1][C:2]1[CH:7]=[CH:6][CH:5]=[CH:4][C:3]=1[C:8](=[O:10])[CH3:9].[Br:11]CC(C1C=C(Cl)C=CC=1Cl)=O, predict the reaction product. The product is: [Br:11][CH2:9][C:8]([C:3]1[CH:4]=[CH:5][CH:6]=[CH:7][C:2]=1[Br:1])=[O:10]. (3) The product is: [C:15]([O:14][C:13]([N:12]([C:3]1[N:4]=[C:5]2[C:10]([CH3:11])=[CH:9][CH:8]=[CH:7][N:6]2[C:2]=1[CH3:1])[S:23]([C:26]1[CH:27]=[CH:28][C:29]([C:30]([O:32][CH3:33])=[O:31])=[CH:34][CH:35]=1)(=[O:25])=[O:24])=[O:19])([CH3:16])([CH3:18])[CH3:17]. Given the reactants [CH3:1][C:2]1[N:6]2[CH:7]=[CH:8][CH:9]=[C:10]([CH3:11])[C:5]2=[N:4][C:3]=1[NH:12][C:13](=[O:19])[O:14][C:15]([CH3:18])([CH3:17])[CH3:16].[H-].[Na+].Cl[S:23]([C:26]1[CH:35]=[CH:34][C:29]([C:30]([O:32][CH3:33])=[O:31])=[CH:28][CH:27]=1)(=[O:25])=[O:24], predict the reaction product. (4) Given the reactants [N+:1]([C:4]1[CH:5]=[C:6]([C:13]2[O:14][C:15]3[CH:21]=[CH:20][C:19]([C:22]4[CH:27]=[CH:26][CH:25]=[CH:24][CH:23]=4)=[CH:18][C:16]=3[N:17]=2)[CH:7]=[CH:8][C:9]=1[O:10][CH2:11][CH3:12])([O-])=O, predict the reaction product. The product is: [NH2:1][C:4]1[CH:5]=[C:6]([C:13]2[O:14][C:15]3[CH:21]=[CH:20][C:19]([C:22]4[CH:27]=[CH:26][CH:25]=[CH:24][CH:23]=4)=[CH:18][C:16]=3[N:17]=2)[CH:7]=[CH:8][C:9]=1[O:10][CH2:11][CH3:12]. (5) Given the reactants [C:1]1([C:7]2[CH:11]=[C:10]([NH2:12])[NH:9][N:8]=2)[CH:6]=[CH:5][CH:4]=[CH:3][CH:2]=1.C(O[CH:16](OCC)[CH:17]([CH3:25])[CH:18](OCC)OCC)C, predict the reaction product. The product is: [CH3:25][C:17]1[CH:16]=[N:12][C:10]2[N:9]([N:8]=[C:7]([C:1]3[CH:2]=[CH:3][CH:4]=[CH:5][CH:6]=3)[CH:11]=2)[CH:18]=1. (6) The product is: [Cl:11][C:12]1[CH:17]=[CH:16][C:15]([O:18][C:2]2[CH:3]=[CH:4][C:5]([N+:8]([O-:10])=[O:9])=[N:6][CH:7]=2)=[CH:14][C:13]=1[C:19]([F:20])([F:21])[F:22]. Given the reactants Br[C:2]1[CH:3]=[CH:4][C:5]([N+:8]([O-:10])=[O:9])=[N:6][CH:7]=1.[Cl:11][C:12]1[CH:17]=[CH:16][C:15]([OH:18])=[CH:14][C:13]=1[C:19]([F:22])([F:21])[F:20].C(=O)([O-])[O-].[K+].[K+].CCOC(C)=O, predict the reaction product. (7) Given the reactants [Br:1][C:2]1[CH:3]=[C:4]2[C:12](=[CH:13][CH:14]=1)[NH:11][C:10]1[CH:9]([NH2:15])[CH2:8][CH2:7][CH2:6][C:5]2=1.[C:16]1([CH2:22][C:23](Cl)=[O:24])[CH:21]=[CH:20][CH:19]=[CH:18][CH:17]=1, predict the reaction product. The product is: [Br:1][C:2]1[CH:3]=[C:4]2[C:12](=[CH:13][CH:14]=1)[NH:11][C:10]1[CH:9]([NH:15][C:23](=[O:24])[CH2:22][C:16]3[CH:21]=[CH:20][CH:19]=[CH:18][CH:17]=3)[CH2:8][CH2:7][CH2:6][C:5]2=1.